Dataset: Forward reaction prediction with 1.9M reactions from USPTO patents (1976-2016). Task: Predict the product of the given reaction. (1) Given the reactants [NH2:1][CH2:2][CH2:3][NH:4][C:5]1[N:10]=[C:9]([C:11]2[CH:16]=[CH:15][C:14]([C:17]#[N:18])=[CH:13][CH:12]=2)[C:8]([C:19]2[NH:20][CH:21]=[CH:22][N:23]=2)=[CH:7][N:6]=1.Cl[C:25]1[CH:30]=[CH:29][C:28]([C:31]([F:34])([F:33])[F:32])=[CH:27][N:26]=1.CCN(C(C)C)C(C)C, predict the reaction product. The product is: [NH:20]1[CH:21]=[CH:22][N:23]=[C:19]1[C:8]1[C:9]([C:11]2[CH:16]=[CH:15][C:14]([C:17]#[N:18])=[CH:13][CH:12]=2)=[N:10][C:5]([NH:4][CH2:3][CH2:2][NH:1][C:25]2[CH:30]=[CH:29][C:28]([C:31]([F:34])([F:33])[F:32])=[CH:27][N:26]=2)=[N:6][CH:7]=1. (2) Given the reactants [Br:1][C:2]1[CH:3]=[CH:4][C:5]([Cl:9])=[C:6]([OH:8])[CH:7]=1.Br[CH:11]1[CH2:13][CH2:12]1.C(=O)([O-])[O-].[Cs+].[Cs+].Cl, predict the reaction product. The product is: [Br:1][C:2]1[CH:3]=[CH:4][C:5]([Cl:9])=[C:6]([O:8][CH:11]2[CH2:13][CH2:12]2)[CH:7]=1. (3) The product is: [F:23][C:24]1[CH:25]=[CH:26][C:27]([N:30]2[C:33](=[O:34])[C@H:32]([S:35][CH2:36][CH:37]([C:39]3[CH:40]=[CH:41][C:42]([F:45])=[CH:43][CH:44]=3)[OH:38])[C@H:31]2[C:46]2[CH:47]=[CH:48][C:49]([O:50][CH2:51][C:52]([NH:54][CH2:55][C:56]([N:62]([CH2:61][C:10]3[CH:11]=[CH:12][CH:13]=[CH:14][CH:15]=3)[CH2:71][C:70]([OH:73])=[O:72])=[O:58])=[O:53])=[CH:59][CH:60]=2)=[CH:28][CH:29]=1. Given the reactants CN(C(ON1N=N[C:11]2[CH:12]=[CH:13][CH:14]=[CH:15][C:10]1=2)=[N+](C)C)C.[B-](F)(F)(F)F.[F:23][C:24]1[CH:29]=[CH:28][C:27]([N:30]2[C:33](=[O:34])[C@H:32]([S:35][CH2:36][C:37]([C:39]3[CH:44]=[CH:43][C:42]([F:45])=[CH:41][CH:40]=3)=[O:38])[C@H:31]2[C:46]2[CH:60]=[CH:59][C:49]([O:50][CH2:51][C:52]([NH:54][CH2:55][C:56]([OH:58])=O)=[O:53])=[CH:48][CH:47]=2)=[CH:26][CH:25]=1.[CH3:61][N:62]1CCOCC1.[BH4-].[Na+].[C:70]([O-:73])(=[O:72])[CH3:71].[NH4+], predict the reaction product. (4) Given the reactants [CH3:1][O:2][CH2:3][CH2:4][O:5][C:6]1[CH:11]=[CH:10][CH:9]=[CH:8][C:7]=1[C:12]1[N:17]=[CH:16][NH:15][C:14](=O)[CH:13]=1.N.O=P(Cl)(Cl)[Cl:22], predict the reaction product. The product is: [Cl:22][C:14]1[CH:13]=[C:12]([C:7]2[CH:8]=[CH:9][CH:10]=[CH:11][C:6]=2[O:5][CH2:4][CH2:3][O:2][CH3:1])[N:17]=[CH:16][N:15]=1.